From a dataset of Full USPTO retrosynthesis dataset with 1.9M reactions from patents (1976-2016). Predict the reactants needed to synthesize the given product. (1) Given the product [Br:1][C:2]1[CH:7]=[CH:6][C:5]([O:8][CH2:10][CH2:11][CH2:12][O:13][CH2:14][C:15]2[CH:20]=[CH:19][CH:18]=[CH:17][C:16]=2[O:21][CH3:22])=[CH:4][CH:3]=1, predict the reactants needed to synthesize it. The reactants are: [Br:1][C:2]1[CH:7]=[CH:6][C:5]([OH:8])=[CH:4][CH:3]=1.I[CH2:10][CH2:11][CH2:12][O:13][CH2:14][C:15]1[CH:20]=[CH:19][CH:18]=[CH:17][C:16]=1[O:21][CH3:22].C(=O)([O-])[O-].[K+].[K+]. (2) The reactants are: [CH3:1][N:2]([CH2:13][C:14]1[NH:18][C:17]2[CH:19]=[CH:20][CH:21]=[C:22]([N:23]3[CH2:28][CH2:27][NH:26][CH2:25][CH2:24]3)[C:16]=2[N:15]=1)[CH:3]1[C:12]2[N:11]=[CH:10][CH:9]=[CH:8][C:7]=2[CH2:6][CH2:5][CH2:4]1.[CH2:29]=O. Given the product [CH3:1][N:2]([CH2:13][C:14]1[NH:18][C:17]2[CH:19]=[CH:20][CH:21]=[C:22]([N:23]3[CH2:24][CH2:25][N:26]([CH3:29])[CH2:27][CH2:28]3)[C:16]=2[N:15]=1)[CH:3]1[C:12]2[N:11]=[CH:10][CH:9]=[CH:8][C:7]=2[CH2:6][CH2:5][CH2:4]1, predict the reactants needed to synthesize it. (3) Given the product [CH2:10]([N:9]([CH2:16][CH2:17][CH2:18][CH2:19][CH2:20][CH3:21])[C:3]1[CH:4]=[CH:5][C:6]([N:8]2[C:32](=[O:33])[CH:31]=[C:30]([CH3:36])[N:26]=[C:27]2[CH3:29])=[CH:7][C:2]=1[F:1])[CH2:11][CH2:12][CH2:13][CH2:14][CH3:15], predict the reactants needed to synthesize it. The reactants are: [F:1][C:2]1[CH:7]=[C:6]([NH2:8])[CH:5]=[CH:4][C:3]=1[N:9]([CH2:16][CH2:17][CH2:18][CH2:19][CH2:20][CH3:21])[CH2:10][CH2:11][CH2:12][CH2:13][CH2:14][CH3:15].C[Al](C)C.[NH:26](/[C:30](/[CH3:36])=[CH:31]\[C:32](OC)=[O:33])[C:27]([CH3:29])=O. (4) Given the product [CH3:13][C:5]1([CH3:14])[C:4]2[C:9](=[CH:10][CH:11]=[C:2]([O:1][S:17]([C:16]([F:36])([F:35])[F:15])(=[O:19])=[O:18])[CH:3]=2)[C:8](=[O:12])[CH2:7][CH2:6]1, predict the reactants needed to synthesize it. The reactants are: [OH:1][C:2]1[CH:3]=[C:4]2[C:9](=[CH:10][CH:11]=1)[C:8](=[O:12])[CH2:7][CH2:6][C:5]2([CH3:14])[CH3:13].[F:15][C:16]([F:36])([F:35])[S:17](N(C1C=CC(Cl)=CN=1)[S:17]([C:16]([F:36])([F:35])[F:15])(=[O:19])=[O:18])(=[O:19])=[O:18].